The task is: Predict the reactants needed to synthesize the given product.. This data is from Full USPTO retrosynthesis dataset with 1.9M reactions from patents (1976-2016). Given the product [CH2:2]([C:4]1[N:8]([CH2:20][C:21]2[CH:28]=[CH:27][C:24]([CH3:25])=[CH:23][CH:22]=2)[N:7]=[C:6]([C:9]([OH:11])=[O:10])[C:5]=1[CH3:13])[CH3:3], predict the reactants needed to synthesize it. The reactants are: Cl.[CH2:2]([C:4]1[NH:8][N:7]=[C:6]([C:9]([O:11]C)=[O:10])[C:5]=1[CH3:13])[CH3:3].CC(C)([O-])C.[K+].[CH3:20][C:21]1[CH:28]=[CH:27][C:24]([CH2:25]Br)=[CH:23][CH:22]=1.[Li+].[OH-].Cl.